Dataset: Reaction yield outcomes from USPTO patents with 853,638 reactions. Task: Predict the reaction yield, written as a fraction of the theoretical maximum amount of product (1.0 means a 100% yield; for example, 0.34 means a 34% yield). (1) The reactants are I[C:2]1[CH:14]=[CH:13][C:5]2[C:6](=[O:12])[CH2:7][CH2:8][C:9](=[O:11])[NH:10][C:4]=2[CH:3]=1.[F-].[K+].[Sn](C)(C)(C)[CH3:18].CCOC(C)=O. The catalyst is CN(C=O)C.[Cu]I.C1C=CC([P]([Pd]([P](C2C=CC=CC=2)(C2C=CC=CC=2)C2C=CC=CC=2)([P](C2C=CC=CC=2)(C2C=CC=CC=2)C2C=CC=CC=2)[P](C2C=CC=CC=2)(C2C=CC=CC=2)C2C=CC=CC=2)(C2C=CC=CC=2)C2C=CC=CC=2)=CC=1. The product is [CH3:18][C:2]1[CH:14]=[CH:13][C:5]2[C:6](=[O:12])[CH2:7][CH2:8][C:9](=[O:11])[NH:10][C:4]=2[CH:3]=1. The yield is 0.320. (2) The reactants are Br[CH2:2][C:3]([C:5]1[CH:10]=[CH:9][CH:8]=[CH:7][C:6]=1[N+:11]([O-:13])=[O:12])=O.[NH2:14][C:15]([NH2:17])=[S:16]. The catalyst is CCO. The product is [N+:11]([C:6]1[CH:7]=[CH:8][CH:9]=[CH:10][C:5]=1[C:3]1[N:14]=[C:15]([NH2:17])[S:16][CH:2]=1)([O-:13])=[O:12]. The yield is 1.00. (3) The reactants are Cl.[CH3:2][C:3]1[CH:4]=[C:5]([O:18][S:19]([C:22]2[CH:27]=[CH:26][CH:25]=[CH:24][C:23]=2[S:28]([N:31]([CH3:42])[C:32]2[CH:37]=[CH:36][C:35]([C:38]([O:40]C)=[O:39])=[CH:34][CH:33]=2)(=[O:30])=[O:29])(=[O:21])=[O:20])[CH:6]=[C:7]([CH:17]=1)[O:8][CH2:9][CH2:10][CH2:11][O:12][NH:13][C:14]([NH2:16])=[NH:15].C(C(=CC1C=CC(O)=CC=1)C(O)=O)#N. No catalyst specified. The product is [CH3:2][C:3]1[CH:4]=[C:5]([O:18][S:19]([C:22]2[CH:27]=[CH:26][CH:25]=[CH:24][C:23]=2[S:28]([N:31]([CH3:42])[C:32]2[CH:33]=[CH:34][C:35]([C:38]([OH:40])=[O:39])=[CH:36][CH:37]=2)(=[O:29])=[O:30])(=[O:20])=[O:21])[CH:6]=[C:7]([CH:17]=1)[O:8][CH2:9][CH2:10][CH2:11][O:12][NH:13][C:14]([NH2:16])=[NH:15]. The yield is 0.840. (4) The reactants are [C:1]([O:5][C:6]([N:8]1[CH2:12][CH2:11][C@H:10]([OH:13])[C@H:9]1[CH2:14][CH:15]=O)=[O:7])([CH3:4])([CH3:3])[CH3:2].[C:17](OCC)(=O)C. The catalyst is CO.C(Cl)Cl. The product is [C:1]([O:5][C:6]([N:8]1[CH2:12][CH2:11][C@H:10]([OH:13])[C@H:9]1[CH2:14][C:15]#[CH:17])=[O:7])([CH3:2])([CH3:3])[CH3:4]. The yield is 0.860. (5) The reactants are [Br:1][C:2]1[CH:3](O)[CH2:4][CH2:5][CH:6]=1.C[O:9][C:10](OC)([N:12]([CH3:14])[CH3:13])[CH3:11]. The catalyst is C1(C)C=CC=C(C)C=1. The product is [Br:1][C:2]1[CH:3]([CH2:11][C:10]([N:12]([CH3:14])[CH3:13])=[O:9])[CH2:4][CH2:5][CH:6]=1. The yield is 0.630. (6) The reactants are [NH2:1][C:2]1[N:10]=[CH:9][CH:8]=[CH:7][C:3]=1[C:4]([NH2:6])=[O:5].[CH2:11]([O:18][CH2:19][C:20](Cl)=[O:21])[C:12]1[CH:17]=[CH:16][CH:15]=[CH:14][CH:13]=1.O. The catalyst is C1COCC1. The product is [CH2:11]([O:18][CH2:19][C:20]([NH:1][C:2]1[N:10]=[CH:9][CH:8]=[CH:7][C:3]=1[C:4]([NH2:6])=[O:5])=[O:21])[C:12]1[CH:17]=[CH:16][CH:15]=[CH:14][CH:13]=1. The yield is 0.360. (7) The reactants are P([O-])([O-])([O-])=O.[K+].[K+].[K+].I[C:10]1[CH:36]=[CH:35][C:13]2[N:14]([CH2:17][C:18]3[CH:34]=[CH:33][C:21]4[N:22]=[C:23]([NH:25][C@@H:26]5[CH2:31][CH2:30][CH2:29][CH2:28][C@H:27]5[OH:32])[S:24][C:20]=4[CH:19]=3)[CH:15]=[N:16][C:12]=2[CH:11]=1.[NH:37]1[CH2:42][CH2:41][CH2:40][CH2:39][C:38]1=[O:43]. The catalyst is CS(C)=O.[Cu](I)I. The product is [OH:32][C@@H:27]1[CH2:28][CH2:29][CH2:30][CH2:31][C@H:26]1[NH:25][C:23]1[S:24][C:20]2[CH:19]=[C:18]([CH2:17][N:14]3[C:13]4[CH:35]=[CH:36][C:10]([N:37]5[CH2:42][CH2:41][CH2:40][CH2:39][C:38]5=[O:43])=[CH:11][C:12]=4[N:16]=[CH:15]3)[CH:34]=[CH:33][C:21]=2[N:22]=1. The yield is 0.0700. (8) The reactants are [Cl:1][C:2]1[N:3]=[CH:4][C:5]2[C:10]([CH:11]=1)=[CH:9][C:8]([C:12](=[O:14])[CH3:13])=[CH:7][CH:6]=2.C([O-])=O.[Na+].O1CCCC1. The catalyst is O.CC1C=CC(C(C)C)=CC=1.CC1C=CC(C(C)C)=CC=1.Cl[Ru]Cl.Cl[Ru]Cl.CC1C=CC(S(N[C@@H]([C@H](N)C2C=CC=CC=2)C2C=CC=CC=2)(=O)=O)=CC=1. The product is [Cl:1][C:2]1[N:3]=[CH:4][C:5]2[C:10]([CH:11]=1)=[CH:9][C:8]([C@H:12]([OH:14])[CH3:13])=[CH:7][CH:6]=2. The yield is 0.920. (9) The product is [ClH:1].[N:14]1[CH:15]=[CH:16][CH:17]=[CH:18][C:13]=1[CH2:12][NH:11][C:2]1[CH:3]=[CH:4][C:5]2[N:6]([CH:8]=[CH:9][N:10]=2)[N:7]=1. The catalyst is CCOCC. The reactants are [Cl:1][C:2]1[CH:3]=[CH:4][C:5]2[N:6]([CH:8]=[CH:9][N:10]=2)[N:7]=1.[NH2:11][CH2:12][C:13]1[CH:18]=[CH:17][CH:16]=[CH:15][N:14]=1.Cl. The yield is 0.400.